Predict the product of the given reaction. From a dataset of Forward reaction prediction with 1.9M reactions from USPTO patents (1976-2016). (1) Given the reactants [OH:1][CH2:2][CH2:3][CH2:4][NH:5][C:6]1[C:7]2[N:8]([CH:22]=[CH:23][N:24]=2)[C:9]2[C:14]([N:15]=1)=[CH:13][C:12]([C:16]([F:19])([F:18])[F:17])=[C:11]([CH:20]=O)[CH:10]=2.[NH2:25][C:26]1[CH:31]=[CH:30][CH:29]=[CH:28][N:27]=1.[BH4-].[Na+], predict the reaction product. The product is: [N:27]1[CH:28]=[CH:29][CH:30]=[CH:31][C:26]=1[NH:25][CH2:20][C:11]1[CH:10]=[C:9]2[C:14]([N:15]=[C:6]([NH:5][CH2:4][CH2:3][CH2:2][OH:1])[C:7]3[N:8]2[CH:22]=[CH:23][N:24]=3)=[CH:13][C:12]=1[C:16]([F:17])([F:18])[F:19]. (2) Given the reactants CC1C=CC([N:8]=[C:9]=[O:10])=CC=1N=C=O.C(C1[C:23]([OH:24])=[C:22](C(C)(C)C)C=C(C)C=1)(C)(C)C.C1C2NC3C(=CC=CC=3)SC=2C=CC=1.[C:44]([O-:57])(=[O:56])[CH2:45][CH2:46]CCCCCCCCC.[C:44]([O-:57])(=[O:56])[CH2:45][CH2:46]CCCCCCCCC.C([Sn+2]CCCC)CCC.C(OCCO)(=O)C=C, predict the reaction product. The product is: [C:44]([OH:57])(=[O:56])[CH:45]=[CH2:46].[NH2:8][C:9]([O:24][CH2:23][CH3:22])=[O:10]. (3) Given the reactants [F:1][C:2]([F:42])([F:41])[C:3]1[CH:8]=[CH:7][C:6]([C:9]2[N:13]([CH2:14][O:15][CH2:16][CH2:17][Si:18]([CH3:21])([CH3:20])[CH3:19])[C:12]([N:22]3[CH2:27][CH2:26][N:25]([C:28]4[C:33]([C:34]([F:37])([F:36])[F:35])=[CH:32][CH:31]=[CH:30][N:29]=4)[CH2:24][CH2:23]3)=[N:11][C:10]=2[C:38](O)=[O:39])=[CH:5][CH:4]=1.[F:43][C:44]1[CH:45]=[C:46]([CH:48]=[C:49]([F:52])[C:50]=1[F:51])[NH2:47].N=C=N.C1C=NC2N(O)N=NC=2C=1, predict the reaction product. The product is: [F:42][C:2]([F:1])([F:41])[C:3]1[CH:4]=[CH:5][C:6]([C:9]2[N:13]([CH2:14][O:15][CH2:16][CH2:17][Si:18]([CH3:20])([CH3:19])[CH3:21])[C:12]([N:22]3[CH2:23][CH2:24][N:25]([C:28]4[C:33]([C:34]([F:37])([F:35])[F:36])=[CH:32][CH:31]=[CH:30][N:29]=4)[CH2:26][CH2:27]3)=[N:11][C:10]=2[C:38]([NH:47][C:46]2[CH:45]=[C:44]([F:43])[C:50]([F:51])=[C:49]([F:52])[CH:48]=2)=[O:39])=[CH:7][CH:8]=1.